Task: Predict the reactants needed to synthesize the given product.. Dataset: Full USPTO retrosynthesis dataset with 1.9M reactions from patents (1976-2016) (1) Given the product [NH2:1][C:2]1[N:7]2[C:8]3[N:23]=[CH:22][CH:21]=[CH:20][C:9]=3[C:10]([C:11]3[CH:16]=[CH:15][N:14]=[C:13]([S:17]([CH3:19])(=[O:27])=[O:18])[N:12]=3)=[C:6]2[CH:5]=[CH:4][N:3]=1, predict the reactants needed to synthesize it. The reactants are: [NH2:1][C:2]1[N:7]2[C:8]3[N:23]=[CH:22][CH:21]=[CH:20][C:9]=3[C:10]([C:11]3[CH:16]=[CH:15][N:14]=[C:13]([S:17]([CH3:19])=[O:18])[N:12]=3)=[C:6]2[CH:5]=[CH:4][N:3]=1.C(Cl)Cl.[O-:27]S([O-])(=S)=O.[Na+].[Na+].C([O-])([O-])=O.[Na+].[Na+]. (2) Given the product [OH:16]/[N:15]=[C:10](\[NH2:11])/[CH2:9][C:6]1[CH:5]=[CH:4][C:3]([C:2]([F:12])([F:1])[F:13])=[CH:8][CH:7]=1, predict the reactants needed to synthesize it. The reactants are: [F:1][C:2]([F:13])([F:12])[C:3]1[CH:8]=[CH:7][C:6]([CH2:9][C:10]#[N:11])=[CH:5][CH:4]=1.Cl.[NH2:15][OH:16].C([O-])(O)=O.[Na+].